From a dataset of NCI-60 drug combinations with 297,098 pairs across 59 cell lines. Regression. Given two drug SMILES strings and cell line genomic features, predict the synergy score measuring deviation from expected non-interaction effect. (1) Drug 1: CC12CCC3C(C1CCC2=O)CC(=C)C4=CC(=O)C=CC34C. Drug 2: CN(CCCl)CCCl.Cl. Cell line: HT29. Synergy scores: CSS=36.5, Synergy_ZIP=1.41, Synergy_Bliss=6.29, Synergy_Loewe=-2.01, Synergy_HSA=3.70. (2) Drug 1: COC1=CC(=CC(=C1O)OC)C2C3C(COC3=O)C(C4=CC5=C(C=C24)OCO5)OC6C(C(C7C(O6)COC(O7)C8=CC=CS8)O)O. Drug 2: B(C(CC(C)C)NC(=O)C(CC1=CC=CC=C1)NC(=O)C2=NC=CN=C2)(O)O. Cell line: HCT116. Synergy scores: CSS=48.4, Synergy_ZIP=-3.74, Synergy_Bliss=-6.26, Synergy_Loewe=-4.48, Synergy_HSA=-4.25. (3) Drug 1: CC1=C(C=C(C=C1)NC(=O)C2=CC=C(C=C2)CN3CCN(CC3)C)NC4=NC=CC(=N4)C5=CN=CC=C5. Drug 2: CC1=C(C(=O)C2=C(C1=O)N3CC4C(C3(C2COC(=O)N)OC)N4)N. Cell line: IGROV1. Synergy scores: CSS=7.32, Synergy_ZIP=-1.73, Synergy_Bliss=1.75, Synergy_Loewe=-3.23, Synergy_HSA=-1.18. (4) Cell line: 786-0. Synergy scores: CSS=-0.233, Synergy_ZIP=-0.253, Synergy_Bliss=-0.712, Synergy_Loewe=-3.03, Synergy_HSA=-3.36. Drug 2: CC(C)(C#N)C1=CC(=CC(=C1)CN2C=NC=N2)C(C)(C)C#N. Drug 1: CS(=O)(=O)CCNCC1=CC=C(O1)C2=CC3=C(C=C2)N=CN=C3NC4=CC(=C(C=C4)OCC5=CC(=CC=C5)F)Cl. (5) Drug 1: CCC1=C2CN3C(=CC4=C(C3=O)COC(=O)C4(CC)O)C2=NC5=C1C=C(C=C5)O. Drug 2: CC1C(C(CC(O1)OC2CC(OC(C2O)C)OC3=CC4=CC5=C(C(=O)C(C(C5)C(C(=O)C(C(C)O)O)OC)OC6CC(C(C(O6)C)O)OC7CC(C(C(O7)C)O)OC8CC(C(C(O8)C)O)(C)O)C(=C4C(=C3C)O)O)O)O. Synergy scores: CSS=20.0, Synergy_ZIP=-0.0689, Synergy_Bliss=2.73, Synergy_Loewe=-3.84, Synergy_HSA=1.22. Cell line: EKVX. (6) Drug 1: C1=CC(=CC=C1CC(C(=O)O)N)N(CCCl)CCCl.Cl. Drug 2: C1=CC=C(C(=C1)C(C2=CC=C(C=C2)Cl)C(Cl)Cl)Cl. Cell line: 786-0. Synergy scores: CSS=20.5, Synergy_ZIP=-5.41, Synergy_Bliss=-1.66, Synergy_Loewe=-11.5, Synergy_HSA=-3.52. (7) Drug 1: CCC1=C2CN3C(=CC4=C(C3=O)COC(=O)C4(CC)O)C2=NC5=C1C=C(C=C5)O. Drug 2: C(CCl)NC(=O)N(CCCl)N=O. Cell line: HCT-15. Synergy scores: CSS=17.7, Synergy_ZIP=-6.65, Synergy_Bliss=-6.35, Synergy_Loewe=-7.09, Synergy_HSA=-5.54. (8) Drug 1: C1CCC(CC1)NC(=O)N(CCCl)N=O. Drug 2: CCC(=C(C1=CC=CC=C1)C2=CC=C(C=C2)OCCN(C)C)C3=CC=CC=C3.C(C(=O)O)C(CC(=O)O)(C(=O)O)O. Cell line: HL-60(TB). Synergy scores: CSS=35.7, Synergy_ZIP=8.93, Synergy_Bliss=11.7, Synergy_Loewe=5.43, Synergy_HSA=11.1. (9) Drug 1: CCC1(CC2CC(C3=C(CCN(C2)C1)C4=CC=CC=C4N3)(C5=C(C=C6C(=C5)C78CCN9C7C(C=CC9)(C(C(C8N6C)(C(=O)OC)O)OC(=O)C)CC)OC)C(=O)OC)O.OS(=O)(=O)O. Drug 2: C1CN(P(=O)(OC1)NCCCl)CCCl. Cell line: MDA-MB-435. Synergy scores: CSS=34.9, Synergy_ZIP=-1.90, Synergy_Bliss=-4.30, Synergy_Loewe=-30.7, Synergy_HSA=-4.80. (10) Drug 1: C1=C(C(=O)NC(=O)N1)F. Drug 2: CC12CCC3C(C1CCC2O)C(CC4=C3C=CC(=C4)O)CCCCCCCCCS(=O)CCCC(C(F)(F)F)(F)F. Cell line: BT-549. Synergy scores: CSS=33.7, Synergy_ZIP=-0.717, Synergy_Bliss=-2.38, Synergy_Loewe=-3.00, Synergy_HSA=-2.80.